This data is from Peptide-MHC class II binding affinity with 134,281 pairs from IEDB. The task is: Regression. Given a peptide amino acid sequence and an MHC pseudo amino acid sequence, predict their binding affinity value. This is MHC class II binding data. (1) The peptide sequence is AAATANTTVYGAFAA. The MHC is HLA-DPA10103-DPB10401 with pseudo-sequence HLA-DPA10103-DPB10401. The binding affinity (normalized) is 0.280. (2) The peptide sequence is SQDLELSWNLNGLQNY. The MHC is HLA-DQA10101-DQB10501 with pseudo-sequence HLA-DQA10101-DQB10501. The binding affinity (normalized) is 0.738.